From a dataset of Reaction yield outcomes from USPTO patents with 853,638 reactions. Predict the reaction yield, written as a fraction of the theoretical maximum amount of product (1.0 means a 100% yield; for example, 0.34 means a 34% yield). (1) The reactants are [H-].[Na+].[N+:3]([C:6]1[CH:7]=[CH:8][CH:9]=[C:10]2[C:14]=1[NH:13][C:12]([C:15]([O:17][CH2:18][CH3:19])=[O:16])=[CH:11]2)([O-:5])=[O:4].[CH3:20][O:21][CH2:22]Cl.O. The catalyst is CN(C)C=O. The product is [CH3:20][O:21][CH2:22][N:13]1[C:14]2[C:10](=[CH:9][CH:8]=[CH:7][C:6]=2[N+:3]([O-:5])=[O:4])[CH:11]=[C:12]1[C:15]([O:17][CH2:18][CH3:19])=[O:16]. The yield is 0.770. (2) The reactants are [Cl:1][C:2]1[CH:7]=[CH:6][C:5]([O:8][C:9]2[CH:14]=[CH:13][C:12]([CH:15]3[O:19]C(=O)[NH:17][CH:16]3[CH2:21][C:22]3[CH:27]=[CH:26][CH:25]=[C:24]([O:28][C:29]([F:34])([F:33])[CH:30]([F:32])[F:31])[CH:23]=3)=[CH:11][CH:10]=2)=[CH:4][C:3]=1[CH2:35][CH3:36].[OH-].[Na+]. The catalyst is C(O)C. The product is [NH2:17][CH:16]([CH2:21][C:22]1[CH:27]=[CH:26][CH:25]=[C:24]([O:28][C:29]([F:34])([F:33])[CH:30]([F:32])[F:31])[CH:23]=1)[CH:15]([C:12]1[CH:13]=[CH:14][C:9]([O:8][C:5]2[CH:6]=[CH:7][C:2]([Cl:1])=[C:3]([CH2:35][CH3:36])[CH:4]=2)=[CH:10][CH:11]=1)[OH:19]. The yield is 0.890. (3) The reactants are [CH3:1][C:2]1[N:3]([CH:14]2[CH2:19][CH2:18][O:17][CH2:16][CH2:15]2)[C:4]([C:7]2[CH:12]=[CH:11][N:10]=[C:9]([NH2:13])[N:8]=2)=[CH:5][N:6]=1.Br[C:21]1[CH:26]=[CH:25][C:24]([S:27]([NH:30][CH:31]2[CH2:36][CH2:35][N:34]([CH3:37])[CH2:33][CH2:32]2)(=[O:29])=[O:28])=[CH:23][CH:22]=1.C([O-])([O-])=O.[Cs+].[Cs+].CC(C1C=C(C(C)C)C(C2C=CC=CC=2P(C2CCCCC2)C2CCCCC2)=C(C(C)C)C=1)C. The catalyst is C1C=CC(/C=C/C(/C=C/C2C=CC=CC=2)=O)=CC=1.C1C=CC(/C=C/C(/C=C/C2C=CC=CC=2)=O)=CC=1.C1C=CC(/C=C/C(/C=C/C2C=CC=CC=2)=O)=CC=1.[Pd].[Pd]. The product is [CH3:37][N:34]1[CH2:35][CH2:36][CH:31]([NH:30][S:27]([C:24]2[CH:25]=[CH:26][C:21]([NH:13][C:9]3[N:8]=[C:7]([C:4]4[N:3]([CH:14]5[CH2:19][CH2:18][O:17][CH2:16][CH2:15]5)[C:2]([CH3:1])=[N:6][CH:5]=4)[CH:12]=[CH:11][N:10]=3)=[CH:22][CH:23]=2)(=[O:28])=[O:29])[CH2:32][CH2:33]1. The yield is 0.430. (4) The reactants are C([N:8]1[CH2:13][CH2:12][CH:11]([O:14][CH:15]([C:23]2[CH:28]=[CH:27][CH:26]=[CH:25][C:24]=2[Cl:29])[C:16]2[CH:21]=[CH:20][CH:19]=[CH:18][C:17]=2[Cl:22])[CH2:10][CH2:9]1)C1C=CC=CC=1.ClC1C=CC=CC=1C(OC1CCNCC1)C1C=CC(Cl)=CC=1. The catalyst is C(OCC)C. The product is [Cl:29][C:24]1[CH:25]=[CH:26][CH:27]=[CH:28][C:23]=1[CH:15]([O:14][CH:11]1[CH2:12][CH2:13][NH:8][CH2:9][CH2:10]1)[C:16]1[CH:21]=[CH:20][CH:19]=[CH:18][C:17]=1[Cl:22]. The yield is 0.770. (5) The reactants are [C:1]([O-:4])([O-])=O.[Cs+].[Cs+].F[C:8]1[CH:23]=[CH:22][C:21]([Cl:24])=[CH:20][C:9]=1[C:10]([NH:12][C:13]1[CH:18]=[CH:17][NH:16][C:15](=[O:19])[CH:14]=1)=[O:11].[F:25][C:26]1[CH:31]=[CH:30][C:29]([OH:32])=[CH:28][C:27]=1OC. The catalyst is CN(C=O)C. The product is [Cl:24][C:21]1[CH:22]=[CH:23][C:8]([O:32][C:29]2[CH:30]=[CH:31][C:26]([F:25])=[CH:27][C:28]=2[O:4][CH3:1])=[C:9]([CH:20]=1)[C:10]([NH:12][C:13]1[CH:18]=[CH:17][NH:16][C:15](=[O:19])[CH:14]=1)=[O:11]. The yield is 0.300. (6) The reactants are CN([CH:4]=[C:5]1[C:11](=O)[C:10]2[CH:13]=[CH:14][CH:15]=[CH:16][C:9]=2[NH:8][C:7](=[O:17])[CH2:6]1)C.Cl.[C:19]([NH2:27])(=[NH:26])[C:20]1[CH:25]=[CH:24][CH:23]=[CH:22][CH:21]=1. No catalyst specified. The product is [C:20]1([C:19]2[N:26]=[CH:4][C:5]3[CH2:6][C:7](=[O:17])[NH:8][C:9]4[CH:16]=[CH:15][CH:14]=[CH:13][C:10]=4[C:11]=3[N:27]=2)[CH:25]=[CH:24][CH:23]=[CH:22][CH:21]=1. The yield is 0.830.